Dataset: Forward reaction prediction with 1.9M reactions from USPTO patents (1976-2016). Task: Predict the product of the given reaction. (1) Given the reactants [O:1]=[C:2]([CH3:11])[CH2:3][C:4]1([CH2:7][C:8]([OH:10])=[O:9])[CH2:6][CH2:5]1.[C:12]1(C)C=C(C)C=C(C)C=1.Cl, predict the reaction product. The product is: [CH3:12][O:9][C:8](=[O:10])[CH2:7][C:4]1([CH2:3][C:2](=[O:1])[CH3:11])[CH2:6][CH2:5]1. (2) Given the reactants [CH3:1][O:2][C:3]([C:5]1[CH:6]=[C:7]([C:12]2[CH:17]=[CH:16][CH:15]=[C:14]([C:18]3[C:27]4[C:22](=[CH:23][C:24]([O:33][CH3:34])=[C:25]5[O:30][C:29]([CH3:32])([CH3:31])[CH2:28][C:26]5=4)[CH2:21][C:20]([CH3:36])([CH3:35])[N:19]=3)[CH:13]=2)[CH:8]=[CH:9][C:10]=1[NH2:11])=[O:4].[C:37](OC(=O)C)(=[O:39])[CH3:38], predict the reaction product. The product is: [CH3:1][O:2][C:3]([C:5]1[CH:6]=[C:7]([C:12]2[CH:17]=[CH:16][CH:15]=[C:14]([C:18]3[C:27]4[C:22](=[CH:23][C:24]([O:33][CH3:34])=[C:25]5[O:30][C:29]([CH3:31])([CH3:32])[CH2:28][C:26]5=4)[CH2:21][C:20]([CH3:36])([CH3:35])[N:19]=3)[CH:13]=2)[CH:8]=[CH:9][C:10]=1[NH:11][C:37](=[O:39])[CH3:38])=[O:4]. (3) Given the reactants [OH-].[K+].[CH:3]([O:6][C:7]1[C:8]([CH3:17])=[N:9][CH:10]=[C:11]([CH:16]=1)[C:12]([O:14]C)=[S:13])([CH3:5])[CH3:4], predict the reaction product. The product is: [CH:3]([O:6][C:7]1[C:8]([CH3:17])=[N:9][CH:10]=[C:11]([CH:16]=1)[C:12]([OH:14])=[S:13])([CH3:5])[CH3:4]. (4) Given the reactants [OH:1][C@@H:2]1[CH2:7][CH2:6][C@H:5]([N:8]2[C:13](=[O:14])[C:12]([CH2:15][C:16]3[CH:21]=[CH:20][C:19]([C:22]4[C:23]([C:28]#[N:29])=[CH:24][CH:25]=[CH:26][CH:27]=4)=[CH:18][CH:17]=3)=[C:11]([CH2:30][CH2:31][CH3:32])[N:10]3[N:33]=[CH:34][N:35]=[C:9]23)[CH2:4][CH2:3]1.[Br:36][C:37]1[CH:42]=[CH:41][C:40](O)=[CH:39][CH:38]=1.C1(P(C2C=CC=CC=2)C2C=CC=CC=2)C=CC=CC=1.N(C(OC(C)C)=O)=NC(OC(C)C)=O.Cl, predict the reaction product. The product is: [Br:36][C:37]1[CH:42]=[CH:41][C:40]([O:1][C@H:2]2[CH2:7][CH2:6][C@H:5]([N:8]3[C:13](=[O:14])[C:12]([CH2:15][C:16]4[CH:21]=[CH:20][C:19]([C:22]5[C:23]([C:28]#[N:29])=[CH:24][CH:25]=[CH:26][CH:27]=5)=[CH:18][CH:17]=4)=[C:11]([CH2:30][CH2:31][CH3:32])[N:10]4[N:33]=[CH:34][N:35]=[C:9]34)[CH2:4][CH2:3]2)=[CH:39][CH:38]=1.